This data is from Reaction yield outcomes from USPTO patents with 853,638 reactions. The task is: Predict the reaction yield, written as a fraction of the theoretical maximum amount of product (1.0 means a 100% yield; for example, 0.34 means a 34% yield). (1) The reactants are Cl[C:2]1[C:7]2[N:8]=[C:9]([NH:12][C:13]3[CH:18]=[CH:17][C:16]([C:19]4[CH:20]=[N:21][N:22]([CH3:24])[CH:23]=4)=[CH:15][C:14]=3[O:25][CH3:26])[N:10]=[CH:11][C:6]=2[CH:5]=[CH:4][N:3]=1.[CH2:27]([N:29]1[CH:33]=[C:32](B2OC(C)(C)C(C)(C)O2)[CH:31]=[N:30]1)[CH3:28].C(=O)([O-])[O-].[Na+].[Na+]. The catalyst is C1COCC1.O.C(Cl)Cl.C1C=CC(P(C2C=CC=CC=2)[C-]2C=CC=C2)=CC=1.C1C=CC(P(C2C=CC=CC=2)[C-]2C=CC=C2)=CC=1.Cl[Pd]Cl.[Fe+2]. The product is [CH2:27]([N:29]1[CH:33]=[C:32]([C:2]2[C:7]3[N:8]=[C:9]([NH:12][C:13]4[CH:18]=[CH:17][C:16]([C:19]5[CH:20]=[N:21][N:22]([CH3:24])[CH:23]=5)=[CH:15][C:14]=4[O:25][CH3:26])[N:10]=[CH:11][C:6]=3[CH:5]=[CH:4][N:3]=2)[CH:31]=[N:30]1)[CH3:28]. The yield is 0.680. (2) The reactants are C(OC([N:8]1[C:41]2[C:36](=[CH:37][CH:38]=[C:39]([Cl:42])[CH:40]=2)[C:10]2([CH:15]([C:16]3[CH:21]=[CH:20][CH:19]=[C:18]([Cl:22])[CH:17]=3)[CH2:14][C:13](=[O:23])[N:12]([CH2:24][C:25]([O:27][CH3:28])=[O:26])[CH:11]2[C:29]2[CH:34]=[CH:33][CH:32]=[CH:31][C:30]=2[CH3:35])[C:9]1=[O:43])=O)(C)(C)C.FC(F)(F)C(O)=O. The catalyst is ClCCl. The product is [Cl:42][C:39]1[CH:40]=[C:41]2[NH:8][C:9](=[O:43])[C:10]3([CH:15]([C:16]4[CH:21]=[CH:20][CH:19]=[C:18]([Cl:22])[CH:17]=4)[CH2:14][C:13](=[O:23])[N:12]([CH2:24][C:25]([O:27][CH3:28])=[O:26])[CH:11]3[C:29]3[CH:34]=[CH:33][CH:32]=[CH:31][C:30]=3[CH3:35])[C:36]2=[CH:37][CH:38]=1. The yield is 0.670. (3) The reactants are [CH3:1][N:2]([CH2:4][C:5]1[CH:22]=[CH:21][C:8](/[CH:9]=[N:10]/[C:11]2[CH:19]=[CH:18][CH:17]=[C:16]3[C:12]=2[CH2:13][O:14][C:15]3=[O:20])=[CH:7][CH:6]=1)[CH3:3].[CH:23]([C:26]1[CH:33]=[CH:32][C:29]([CH:30]=O)=[CH:28][CH:27]=1)([CH3:25])[CH3:24].[O-:34][CH2:35][CH3:36].[Na+].C(O)C. The catalyst is C(OCC)(=O)CC. The product is [CH3:1][N:2]([CH2:4][C:5]1[CH:22]=[CH:21][C:8]([CH:9]2[CH:30]([C:29]3[CH:32]=[CH:33][C:26]([CH:23]([CH3:25])[CH3:24])=[CH:27][CH:28]=3)[C:35](=[O:34])[C:36]3[C:16]([C:15]([O:14][CH2:13][CH3:12])=[O:20])=[CH:17][CH:18]=[CH:19][C:11]=3[NH:10]2)=[CH:7][CH:6]=1)[CH3:3]. The yield is 0.220. (4) The reactants are [N+:1]([C:4]1[CH:5]=[C:6]([S:10]([CH2:13][CH2:14][O:15][C:16](=[O:33])[CH2:17][CH2:18][CH2:19][CH2:20][CH2:21][NH:22][C:23](=[O:32])[CH2:24][O:25][C:26]2[CH:31]=[CH:30][CH:29]=[CH:28][CH:27]=2)(=[O:12])=[O:11])[CH:7]=[CH:8][CH:9]=1)([O-:3])=[O:2].[Cl:34][S:35](O)(=[O:37])=[O:36]. The catalyst is C(Cl)Cl. The product is [N+:1]([C:4]1[CH:5]=[C:6]([S:10]([CH2:13][CH2:14][O:15][C:16](=[O:33])[CH2:17][CH2:18][CH2:19][CH2:20][CH2:21][NH:22][C:23](=[O:32])[CH2:24][O:25][C:26]2[CH:31]=[CH:30][C:29]([S:35]([Cl:34])(=[O:37])=[O:36])=[CH:28][CH:27]=2)(=[O:12])=[O:11])[CH:7]=[CH:8][CH:9]=1)([O-:3])=[O:2]. The yield is 0.600.